Dataset: Forward reaction prediction with 1.9M reactions from USPTO patents (1976-2016). Task: Predict the product of the given reaction. (1) The product is: [F:10][C:8]1[CH:7]=[CH:6][C:5]2[O:11][C:18]([C:19]([OH:21])=[O:20])=[CH:1][C:2](=[O:3])[C:4]=2[CH:9]=1. Given the reactants [CH3:1][C:2]([C:4]1[CH:9]=[C:8]([F:10])[CH:7]=[CH:6][C:5]=1[OH:11])=[O:3].CC(C)([O-])C.[K+].[C:18](OCC)(=O)[C:19]([O:21]CC)=[O:20], predict the reaction product. (2) Given the reactants Cl.CC(NC[CH2:7][C:8]1[C:12]2C=C(OC)C=[CH:16][C:11]=2[NH:10][CH:9]=1)=O.[CH3:19][C:20]([CH3:22])=[O:21].[OH2:23], predict the reaction product. The product is: [CH:20]([O:21][C:16](=[O:23])[C@H:11]([CH2:12][CH:8]([CH3:7])[CH3:9])[NH2:10])([CH3:22])[CH3:19]. (3) Given the reactants C(OC([N:8]1[C@@H:16]2[C@@H:11]([CH2:12][CH2:13][CH2:14][CH2:15]2)[CH2:10][C@H:9]1[C:17]1[NH:21][N:20]=[N:19][N:18]=1)=O)(C)(C)C, predict the reaction product. The product is: [NH:21]1[C:17]([C@@H:9]2[CH2:10][C@H:11]3[C@H:16]([CH2:15][CH2:14][CH2:13][CH2:12]3)[NH:8]2)=[N:18][N:19]=[N:20]1. (4) Given the reactants [N:1]1[CH:6]=[CH:5][CH:4]=[CH:3][C:2]=1[N:7]1[CH2:12][CH2:11][NH:10][CH2:9][CH2:8]1.[C:13](N1C=CN=C1)([N:15]1[CH:19]=[CH:18][N:17]=[CH:16]1)=[S:14], predict the reaction product. The product is: [N:15]1([C:13]([N:10]2[CH2:9][CH2:8][N:7]([C:2]3[CH:3]=[CH:4][CH:5]=[CH:6][N:1]=3)[CH2:12][CH2:11]2)=[S:14])[CH:19]=[CH:18][N:17]=[CH:16]1.